Dataset: Forward reaction prediction with 1.9M reactions from USPTO patents (1976-2016). Task: Predict the product of the given reaction. (1) Given the reactants [CH3:1][O:2][C:3]1[CH:4]=[C:5]2[C:10](=[CH:11][C:12]=1[O:13][CH3:14])[N:9]=[CH:8][N:7]=[C:6]2[CH:15]1[CH2:20][CH2:19][N:18]([C:21](Cl)=[O:22])[CH2:17][CH2:16]1.[F:24][CH:25]([F:34])[O:26][C:27]1[CH:33]=[CH:32][C:30]([NH2:31])=[CH:29][CH:28]=1.CCN(C(C)C)C(C)C, predict the reaction product. The product is: [F:24][CH:25]([F:34])[O:26][C:27]1[CH:28]=[CH:29][C:30]([NH:31][C:21]([N:18]2[CH2:19][CH2:20][CH:15]([C:6]3[C:5]4[C:10](=[CH:11][C:12]([O:13][CH3:14])=[C:3]([O:2][CH3:1])[CH:4]=4)[N:9]=[CH:8][N:7]=3)[CH2:16][CH2:17]2)=[O:22])=[CH:32][CH:33]=1. (2) The product is: [F:42][C:39]([F:40])([F:41])[C:37]1[CH:36]=[C:17]([CH:16]=[C:15]([C:14]([F:13])([F:43])[F:44])[CH:38]=1)[C:18]([N:20]1[CH2:25][CH2:24][N:23]([CH2:5][C:4]#[C:3][CH2:2][Cl:1])[CH2:22][C@H:21]1[CH2:26][C:27]1[C:35]2[C:30](=[CH:31][CH:32]=[CH:33][CH:34]=2)[NH:29][CH:28]=1)=[O:19]. Given the reactants [Cl:1][CH2:2][C:3]#[C:4][CH2:5]Cl.C([O-])([O-])=O.[K+].[K+].[F:13][C:14]([F:44])([F:43])[C:15]1[CH:16]=[C:17]([CH:36]=[C:37]([C:39]([F:42])([F:41])[F:40])[CH:38]=1)[C:18]([N:20]1[CH2:25][CH2:24][NH:23][CH2:22][C@H:21]1[CH2:26][C:27]1[C:35]2[C:30](=[CH:31][CH:32]=[CH:33][CH:34]=2)[NH:29][CH:28]=1)=[O:19], predict the reaction product. (3) Given the reactants CN(C)[CH:3]=[CH:4][CH:5]=[O:6].P(Cl)(Cl)(Cl)=O.[CH2:13]([N:18]([CH2:38][CH2:39][CH:40]([CH3:42])[CH3:41])[C:19]([C:21]1[CH:26]=[CH:25][N:24]2[N:27]=[C:28]([C:30]3[CH:35]=[CH:34][C:33]([O:36][CH3:37])=[CH:32][CH:31]=3)[CH:29]=[C:23]2[N:22]=1)=[O:20])[CH2:14][CH:15]([CH3:17])[CH3:16].C(N(CC)CC)C, predict the reaction product. The product is: [CH2:38]([N:18]([CH2:13][CH2:14][CH:15]([CH3:17])[CH3:16])[C:19]([C:21]1[CH:26]=[CH:25][N:24]2[N:27]=[C:28]([C:30]3[CH:31]=[CH:32][C:33]([O:36][CH3:37])=[CH:34][CH:35]=3)[C:29](/[CH:3]=[CH:4]/[CH:5]=[O:6])=[C:23]2[N:22]=1)=[O:20])[CH2:39][CH:40]([CH3:42])[CH3:41]. (4) Given the reactants Br[C:2]1[S:6][C:5]([CH2:7][CH3:8])=[C:4]([C:9]([O:11]CC)=O)[CH:3]=1.[CH:14]([Mg]Br)([CH3:16])[CH3:15].O1CCCC1.[S:24]1[CH2:29]CC(=O)C[CH2:25]1.[Cl-].[NH4+].C([SiH](CC)CC)C.FC(F)(F)C(O)=O.[H-].C([Al+]CC(C)C)C(C)C.C1(C)C=CC=CC=1.[H-].C([Al+]CC(C)C)C(C)C.Cl, predict the reaction product. The product is: [CH2:7]([C:5]1[S:6][C:2]([CH:14]2[CH2:16][CH2:29][S:24][CH2:25][CH2:15]2)=[CH:3][C:4]=1[CH2:9][OH:11])[CH3:8].